This data is from Full USPTO retrosynthesis dataset with 1.9M reactions from patents (1976-2016). The task is: Predict the reactants needed to synthesize the given product. (1) Given the product [CH2:1]([C:3]1[N:7]([C:8]2[N:9]=[C:10]([N:19]3[CH2:24][CH2:23][O:22][CH2:21][CH2:20]3)[C:11]3[N:16]=[C:15]([CH2:17][OH:18])[S:14][C:12]=3[N:13]=2)[C:6]2[CH:25]=[CH:26][CH:27]=[CH:28][C:5]=2[N:4]=1)[CH3:2], predict the reactants needed to synthesize it. The reactants are: [CH2:1]([C:3]1[N:7]([C:8]2[N:9]=[C:10]([N:19]3[CH2:24][CH2:23][O:22][CH2:21][CH2:20]3)[C:11]3[N:16]=[C:15]([CH:17]=[O:18])[S:14][C:12]=3[N:13]=2)[C:6]2[CH:25]=[CH:26][CH:27]=[CH:28][C:5]=2[N:4]=1)[CH3:2].CO.[BH4-].[Na+]. (2) Given the product [C:1]([C:3]1[C:4]([CH3:16])=[CH:5][C:6]([C:11]([OH:13])=[O:12])=[N:7][C:8]=1[O:9][CH3:10])#[N:2], predict the reactants needed to synthesize it. The reactants are: [C:1]([C:3]1[C:4]([CH3:16])=[CH:5][C:6]([C:11]([O:13]CC)=[O:12])=[N:7][C:8]=1[O:9][CH3:10])#[N:2].[OH-].[Na+]. (3) Given the product [Cl:1][C:2]1[C:7]([C:8]#[N:9])=[C:6](/[CH:10]=[CH:14]/[N:15]([CH3:17])[CH3:16])[CH:5]=[C:4]([Cl:11])[N:3]=1, predict the reactants needed to synthesize it. The reactants are: [Cl:1][C:2]1[C:7]([C:8]#[N:9])=[C:6]([CH3:10])[CH:5]=[C:4]([Cl:11])[N:3]=1.CO[CH:14](OC)[N:15]([CH3:17])[CH3:16]. (4) Given the product [CH3:12][N:7]1[C:6](=[O:13])[C:5]2[C:10](=[CH:11][C:2](/[CH:14]=[CH:15]/[C:16]3[CH:21]=[CH:20][CH:19]=[CH:18][CH:17]=3)=[CH:3][CH:4]=2)[N:9]=[CH:8]1, predict the reactants needed to synthesize it. The reactants are: Br[C:2]1[CH:11]=[C:10]2[C:5]([C:6](=[O:13])[N:7]([CH3:12])[CH:8]=[N:9]2)=[CH:4][CH:3]=1.[CH2:14]=[CH:15][C:16]1[CH:21]=[CH:20][CH:19]=[CH:18][CH:17]=1.C([O-])([O-])=O.[Cs+].[Cs+].C1(C)C=CC=CC=1P(C1C=CC=CC=1C)C1C=CC=CC=1C. (5) Given the product [O:20]1[CH:21]=[CH:22][CH:23]=[C:19]1[C:16]1[CH:17]=[CH:18][C:13]([C:10]2[N:9]([C:8]3[CH:24]=[CH:25][C:5]([S:1](=[O:4])(=[O:3])[NH2:2])=[CH:6][CH:7]=3)[CH:27]=[C:28]([CH3:29])[CH:11]=2)=[CH:14][CH:15]=1, predict the reactants needed to synthesize it. The reactants are: [S:1]([C:5]1[CH:25]=[CH:24][C:8]([NH:9][CH:10]([C:13]2[CH:18]=[CH:17][C:16]([C:19]3[O:20][CH:21]=[CH:22][CH:23]=3)=[CH:15][CH:14]=2)[C:11]#N)=[CH:7][CH:6]=1)(=[O:4])(=[O:3])[NH2:2].O=[CH:27][C:28](=C)[CH3:29].C[Si]([N-][Si](C)(C)C)(C)C.[Li+].[NH4+].[Cl-]. (6) Given the product [OH:12][CH2:1][CH:2]1[CH2:5][CH:4]([C:6]([O:8][CH2:9][CH3:10])=[O:7])[CH2:3]1, predict the reactants needed to synthesize it. The reactants are: [CH2:1]=[C:2]1[CH2:5][CH:4]([C:6]([O:8][CH2:9][CH3:10])=[O:7])[CH2:3]1.B(O[O-])=[O:12].[Na+].O1CCOCC1.